Predict the reactants needed to synthesize the given product. From a dataset of Full USPTO retrosynthesis dataset with 1.9M reactions from patents (1976-2016). The reactants are: C(O)=O.[C:4](=[O:11])([O:6][C:7]([CH3:10])([CH3:9])[CH3:8])[NH2:5].[Br:12][C:13]1[CH:14]=[C:15]([CH:18]=[CH:19][C:20]=1[CH:21]=O)[C:16]#[N:17].[C:23]1([S:29]([O-:31])=[O:30])[CH:28]=[CH:27][CH:26]=[CH:25][CH:24]=1.[Na+]. Given the product [C:23]1([S:29]([CH:21]([C:20]2[CH:19]=[CH:18][C:15]([C:16]#[N:17])=[CH:14][C:13]=2[Br:12])[NH:5][C:4](=[O:11])[O:6][C:7]([CH3:10])([CH3:9])[CH3:8])(=[O:31])=[O:30])[CH:28]=[CH:27][CH:26]=[CH:25][CH:24]=1, predict the reactants needed to synthesize it.